From a dataset of Catalyst prediction with 721,799 reactions and 888 catalyst types from USPTO. Predict which catalyst facilitates the given reaction. (1) Reactant: [Br:1][C:2]1[C:10]2[C:9]([C:11]3[CH:12]=[C:13]([CH:15]=[CH:16][CH:17]=3)[NH2:14])=[N:8][CH:7]=[N:6][C:5]=2[NH:4][CH:3]=1.[OH-:18].[Na+].[C:20](O[C:20]([O:22][C:23]([CH3:26])([CH3:25])[CH3:24])=[O:21])([O:22][C:23]([CH3:26])([CH3:25])[CH3:24])=[O:21]. Product: [Br:1][C:2]1[C:10]2[C:9]([C:11]3[CH:17]=[CH:16][CH:15]=[C:13]([NH:14][C:20]([O:22][C:23]([CH3:26])([CH3:25])[CH3:24])=[O:18])[CH:12]=3)=[N:8][CH:7]=[N:6][C:5]=2[N:4]([C:20]([O:22][C:23]([CH3:26])([CH3:25])[CH3:24])=[O:21])[CH:3]=1. The catalyst class is: 127. (2) Reactant: [F:1][C:2]1[CH:3]=[C:4]([CH:6]=[CH:7][C:8]=1[O:9][C:10]1[CH:15]=[CH:14][N:13]=[C:12]2[NH:16][N:17]=[C:18](I)[C:11]=12)[NH2:5].[CH3:20][N:21]1[CH2:26]CNC[CH2:22]1.[CH3:27][N:28]([CH:30]=[O:31])[CH3:29]. Product: [NH2:5][C:4]1[CH:6]=[CH:7][C:8]([O:9][C:10]2[CH:15]=[CH:14][N:13]=[C:12]3[NH:16][N:17]=[C:18]([C:30]([N:28]4[CH2:29][CH2:22][N:21]([CH3:26])[CH2:20][CH2:27]4)=[O:31])[C:11]=23)=[C:2]([F:1])[CH:3]=1. The catalyst class is: 140.